Dataset: Peptide-MHC class I binding affinity with 185,985 pairs from IEDB/IMGT. Task: Regression. Given a peptide amino acid sequence and an MHC pseudo amino acid sequence, predict their binding affinity value. This is MHC class I binding data. (1) The peptide sequence is NSDDYTADE. The MHC is HLA-B35:01 with pseudo-sequence HLA-B35:01. The binding affinity (normalized) is 0.0847. (2) The peptide sequence is LLAGFMAYM. The MHC is HLA-A02:17 with pseudo-sequence HLA-A02:17. The binding affinity (normalized) is 0.937.